Dataset: Forward reaction prediction with 1.9M reactions from USPTO patents (1976-2016). Task: Predict the product of the given reaction. Given the reactants Br[C:2]1[N:7]=[C:6]([NH:8][CH2:9][C:10]2([C:16]#[N:17])[CH2:15][CH2:14][O:13][CH2:12][CH2:11]2)[CH:5]=[CH:4][CH:3]=1.[F:18][C:19]1[CH:24]=[C:23](B(O)O)[C:22]([F:28])=[CH:21][N:20]=1.[O-]P([O-])([O-])=O.[K+].[K+].[K+], predict the reaction product. The product is: [F:18][C:19]1[CH:24]=[C:23]([C:2]2[CH:3]=[CH:4][CH:5]=[C:6]([NH:8][CH2:9][C:10]3([C:16]#[N:17])[CH2:15][CH2:14][O:13][CH2:12][CH2:11]3)[N:7]=2)[C:22]([F:28])=[CH:21][N:20]=1.